Dataset: Full USPTO retrosynthesis dataset with 1.9M reactions from patents (1976-2016). Task: Predict the reactants needed to synthesize the given product. (1) Given the product [CH:7]([N:6]1[C:2]([N:13]2[CH2:18][CH2:17][CH:16]([CH2:19][NH:20][C:21](=[O:27])[O:22][C:23]([CH3:25])([CH3:24])[CH3:26])[CH2:15][CH2:14]2)=[C:3]([N+:10]([O-:12])=[O:11])[CH:4]=[N:5]1)([CH3:9])[CH3:8], predict the reactants needed to synthesize it. The reactants are: Cl[C:2]1[N:6]([CH:7]([CH3:9])[CH3:8])[N:5]=[CH:4][C:3]=1[N+:10]([O-:12])=[O:11].[NH:13]1[CH2:18][CH2:17][CH:16]([CH2:19][NH:20][C:21](=[O:27])[O:22][C:23]([CH3:26])([CH3:25])[CH3:24])[CH2:15][CH2:14]1. (2) The reactants are: [N:1]1([C:7]([C:9]2[S:10][CH:11]=[CH:12][CH:13]=2)=[O:8])[CH2:6][CH2:5][NH:4][CH2:3][CH2:2]1.Cl[C:15]1[C:24]2[C:19](=[CH:20][CH:21]=[CH:22][CH:23]=2)[NH:18][C:17](=[O:25])[C:16]=1[C:26]#[N:27]. Given the product [O:25]=[C:17]1[C:16]([C:26]#[N:27])=[C:15]([N:4]2[CH2:5][CH2:6][N:1]([C:7]([C:9]3[S:10][CH:11]=[CH:12][CH:13]=3)=[O:8])[CH2:2][CH2:3]2)[C:24]2[C:19](=[CH:20][CH:21]=[CH:22][CH:23]=2)[NH:18]1, predict the reactants needed to synthesize it. (3) Given the product [CH2:1]([N:8]([CH2:9][CH2:10][OH:11])[CH2:16][CH:13]([Cl:12])[C:14]#[N:15])[C:2]1[CH:7]=[CH:6][CH:5]=[CH:4][CH:3]=1, predict the reactants needed to synthesize it. The reactants are: [CH2:1]([NH:8][CH2:9][CH2:10][OH:11])[C:2]1[CH:7]=[CH:6][CH:5]=[CH:4][CH:3]=1.[Cl:12][C:13](=[CH2:16])[C:14]#[N:15]. (4) Given the product [N:22]1[CH:23]=[CH:24][N:25]=[CH:26][C:21]=1[NH:20][C:16]1[CH:15]=[C:14]([CH2:13][N:8]2[C:9]3[C:5](=[C:4]([NH2:1])[CH:12]=[CH:11][CH:10]=3)[CH:6]=[CH:7]2)[CH:19]=[CH:18][N:17]=1, predict the reactants needed to synthesize it. The reactants are: [N+:1]([C:4]1[CH:12]=[CH:11][CH:10]=[C:9]2[C:5]=1[CH:6]=[CH:7][N:8]2[CH2:13][C:14]1[CH:19]=[CH:18][N:17]=[C:16]([NH:20][C:21]2[CH:26]=[N:25][CH:24]=[CH:23][N:22]=2)[CH:15]=1)([O-])=O.C(O)C.O.[Cl-].[NH4+].